Task: Predict the reactants needed to synthesize the given product.. Dataset: Full USPTO retrosynthesis dataset with 1.9M reactions from patents (1976-2016) (1) Given the product [CH3:13][Si:4]([CH3:3])([CH3:14])[O:5][CH2:6][CH2:7][C-:8]1[CH:12]=[CH:11][CH:10]=[CH:9]1.[K+:2], predict the reactants needed to synthesize it. The reactants are: [H-].[K+:2].[CH3:3][Si:4]([CH3:14])([CH3:13])[O:5][CH2:6][CH2:7][C:8]1[CH2:12][CH:11]=[CH:10][CH:9]=1. (2) The reactants are: [F:1][C:2]([F:50])([F:49])[C:3]1[CH:4]=[C:5]([C@H:13]2[O:17][C:16](=[O:18])[N:15]([CH2:19][C:20]3[CH:25]=[C:24]([O:26][C:27]([F:30])([F:29])[F:28])[CH:23]=[CH:22][C:21]=3[N:31]([CH2:46][CH3:47])[C:32]([C@H:34]3[CH2:39][CH2:38][C@H:37]([CH2:40][C:41]([O:43]CC)=[O:42])[CH2:36][CH2:35]3)=[O:33])[C@H:14]2[CH3:48])[CH:6]=[C:7]([C:9]([F:12])([F:11])[F:10])[CH:8]=1.[OH-].[K+]. Given the product [F:12][C:9]([F:10])([F:11])[C:7]1[CH:6]=[C:5]([C@H:13]2[O:17][C:16](=[O:18])[N:15]([CH2:19][C:20]3[CH:25]=[C:24]([O:26][C:27]([F:30])([F:28])[F:29])[CH:23]=[CH:22][C:21]=3[N:31]([CH2:46][CH3:47])[C:32]([C@H:34]3[CH2:39][CH2:38][C@H:37]([CH2:40][C:41]([OH:43])=[O:42])[CH2:36][CH2:35]3)=[O:33])[C@H:14]2[CH3:48])[CH:4]=[C:3]([C:2]([F:1])([F:50])[F:49])[CH:8]=1, predict the reactants needed to synthesize it. (3) Given the product [Cl:2][C:3]1[CH:8]=[CH:7][CH:6]=[C:5]([Cl:9])[C:4]=1[NH:10][NH2:11], predict the reactants needed to synthesize it. The reactants are: Cl.[Cl:2][C:3]1[CH:8]=[CH:7][CH:6]=[C:5]([Cl:9])[C:4]=1[NH:10][NH2:11]. (4) Given the product [Cl:1][C:2]1[CH:3]=[C:4]([CH2:8][NH:9][C:10]2[CH:19]=[C:18]([C:20]3[C:29]4[C:24](=[CH:25][C:26]([O:35][CH2:36][CH3:37])=[C:27]5[O:32][C:31]([CH3:33])([CH3:34])[CH2:30][C:28]5=4)[CH2:23][C:22]([CH3:38])([CH3:39])[N:21]=3)[CH:17]=[CH:16][C:11]=2[C:12]([OH:14])=[O:13])[CH:5]=[CH:6][CH:7]=1, predict the reactants needed to synthesize it. The reactants are: [Cl:1][C:2]1[CH:3]=[C:4]([CH2:8][NH:9][C:10]2[CH:19]=[C:18]([C:20]3[C:29]4[C:24](=[CH:25][C:26]([O:35][CH2:36][CH3:37])=[C:27]5[O:32][C:31]([CH3:34])([CH3:33])[CH2:30][C:28]5=4)[CH2:23][C:22]([CH3:39])([CH3:38])[N:21]=3)[CH:17]=[CH:16][C:11]=2[C:12]([O:14]C)=[O:13])[CH:5]=[CH:6][CH:7]=1. (5) Given the product [C:47]([C:51]1[O:55][N:54]=[C:53]([NH:56][C:34]([NH:1][C:2]2[CH:7]=[CH:6][C:5]([C:8]([N:10]3[CH2:11][CH2:12][N:13]([CH2:16][C:17]4[CH:22]=[CH:21][C:20]([C:23]([OH:32])([C:24]([F:25])([F:26])[F:27])[C:28]([F:30])([F:31])[F:29])=[CH:19][CH:18]=4)[CH2:14][CH2:15]3)=[O:9])=[CH:4][C:3]=2[F:33])=[O:35])[CH:52]=1)([CH3:50])([CH3:49])[CH3:48], predict the reactants needed to synthesize it. The reactants are: [NH2:1][C:2]1[CH:7]=[CH:6][C:5]([C:8]([N:10]2[CH2:15][CH2:14][N:13]([CH2:16][C:17]3[CH:22]=[CH:21][C:20]([C:23]([OH:32])([C:28]([F:31])([F:30])[F:29])[C:24]([F:27])([F:26])[F:25])=[CH:19][CH:18]=3)[CH2:12][CH2:11]2)=[O:9])=[CH:4][C:3]=1[F:33].[C:34](Cl)(=O)[O:35]C1C=CC([N+]([O-])=O)=CC=1.[C:47]([C:51]1[O:55][N:54]=[C:53]([NH2:56])[CH:52]=1)([CH3:50])([CH3:49])[CH3:48]. (6) Given the product [CH2:35]([O:34][CH2:33][C:20]1[N:21]([CH2:22][C:23]([NH:26][C:27]([NH:29][CH:30]([CH3:31])[CH3:32])=[O:28])([CH3:25])[CH3:24])[C:13]2[C:12]3[CH:11]=[CH:10][C:9]([OH:8])=[CH:18][C:17]=3[N:16]=[CH:15][C:14]=2[N:19]=1)[CH3:36], predict the reactants needed to synthesize it. The reactants are: C([O:8][C:9]1[CH:10]=[CH:11][C:12]2[C:13]3[N:21]([CH2:22][C:23]([NH:26][C:27]([NH:29][CH:30]([CH3:32])[CH3:31])=[O:28])([CH3:25])[CH3:24])[C:20]([CH2:33][O:34][CH2:35][CH3:36])=[N:19][C:14]=3[CH:15]=[N:16][C:17]=2[CH:18]=1)C1C=CC=CC=1. (7) Given the product [C:20]([O:19][C:17]([N:13]1[CH2:14][CH2:15][CH2:16][CH:11]([C:9]2[S:10][C:6]([C:4]([OH:5])=[O:3])=[C:7]([C:24]3[CH:25]=[CH:26][C:27]([O:30][C:31]4[CH:32]=[CH:33][CH:34]=[CH:35][CH:36]=4)=[CH:28][CH:29]=3)[N:8]=2)[CH2:12]1)=[O:18])([CH3:23])([CH3:21])[CH3:22], predict the reactants needed to synthesize it. The reactants are: C([O:3][C:4]([C:6]1[S:10][C:9]([CH:11]2[CH2:16][CH2:15][CH2:14][N:13]([C:17]([O:19][C:20]([CH3:23])([CH3:22])[CH3:21])=[O:18])[CH2:12]2)=[N:8][C:7]=1[C:24]1[CH:29]=[CH:28][C:27]([O:30][C:31]2[CH:36]=[CH:35][CH:34]=[CH:33][CH:32]=2)=[CH:26][CH:25]=1)=[O:5])C.[Li+].[OH-].